From a dataset of Full USPTO retrosynthesis dataset with 1.9M reactions from patents (1976-2016). Predict the reactants needed to synthesize the given product. Given the product [CH3:1][C:2]1[C:6]([C:7]2[CH:8]=[C:9]3[C:13](=[CH:14][CH:15]=2)[NH:12][C:11](=[O:16])[C:10]3=[O:17])=[C:5]([CH3:21])[O:4][N:3]=1, predict the reactants needed to synthesize it. The reactants are: [CH3:1][C:2]1[C:6]([C:7]2[CH:8]=[C:9]3[C:13](=[CH:14][CH:15]=2)[NH:12][C:11](=[O:16])[C:10]23OCC[O:17]2)=[C:5]([CH3:21])[O:4][N:3]=1.Cl.